Predict the reaction yield, written as a fraction of the theoretical maximum amount of product (1.0 means a 100% yield; for example, 0.34 means a 34% yield). From a dataset of Reaction yield outcomes from USPTO patents with 853,638 reactions. (1) The reactants are [OH:1][C:2]([C:4](F)(F)F)=O.O[C:9](C(F)(F)F)=O.[OH:15][C:16]1[CH:17]=[CH:18][C:19]2[C:20]3[N:21]([CH2:37][CH2:38][N:39]=3)[C:22]([NH:28][C:29](=[O:36])[C:30]3[CH:35]=[CH:34][CH:33]=[N:32][CH:31]=3)=[N:23][C:24]=2[C:25]=1[O:26][CH3:27].[C:40](=[O:43])([O-])[O-].[Cs+].[Cs+].[CH3:46][N:47]([CH:49]=O)[CH3:48]. No catalyst specified. The product is [OH:1][C@H:2]([CH2:49][N:47]1[CH2:46][CH2:40][O:43][CH2:9][CH2:48]1)[CH2:4][O:15][C:16]1[CH:17]=[CH:18][C:19]2[C:20]3[N:21]([CH2:37][CH2:38][N:39]=3)[C:22]([NH:28][C:29]([C:30]3[CH:31]=[N:32][CH:33]=[CH:34][CH:35]=3)=[O:36])=[N:23][C:24]=2[C:25]=1[O:26][CH3:27]. The yield is 0.820. (2) The reactants are Br[C:2]1[S:6][CH:5]=[N:4][C:3]=1[C:7]([O:9][CH3:10])=[O:8].[C:11]1([C:17]([C:19]2[CH:24]=[CH:23][CH:22]=[CH:21][CH:20]=2)=[NH:18])[CH:16]=[CH:15][CH:14]=[CH:13][CH:12]=1.C(=O)([O-])[O-].[Cs+].[Cs+].C1(P(C2C=CC=CC=2)C2C3OC4C(=CC=CC=4P(C4C=CC=CC=4)C4C=CC=CC=4)C(C)(C)C=3C=CC=2)C=CC=CC=1. The catalyst is C1(C)C=CC=CC=1.C1C=CC(/C=C/C(/C=C/C2C=CC=CC=2)=O)=CC=1.C1C=CC(/C=C/C(/C=C/C2C=CC=CC=2)=O)=CC=1.C1C=CC(/C=C/C(/C=C/C2C=CC=CC=2)=O)=CC=1.[Pd].[Pd].C(Cl)(Cl)Cl.C(OCC)(=O)C. The product is [C:11]1([C:17](=[N:18][C:2]2[S:6][CH:5]=[N:4][C:3]=2[C:7]([O:9][CH3:10])=[O:8])[C:19]2[CH:20]=[CH:21][CH:22]=[CH:23][CH:24]=2)[CH:16]=[CH:15][CH:14]=[CH:13][CH:12]=1. The yield is 0.840. (3) The reactants are COC([C:5]1[S:6][C:7]2[CH:14]=[CH:13][CH:12]=[CH:11][C:8]=2[C:9]=1[NH2:10])=O.N1CCNCC1. The catalyst is CN1CCCC1=O. The product is [NH2:10][C:9]1[C:8]2[CH:11]=[CH:12][CH:13]=[CH:14][C:7]=2[S:6][CH:5]=1. The yield is 0.830. (4) The reactants are [CH:1]1[C:7]([NH2:8])=[N:6][C:4](=[O:5])[N:3]([C@@H:9]2[O:13][C@H:12]([CH2:14][OH:15])[C@@H:11]([OH:16])[C:10]2([F:18])[F:17])[CH:2]=1.Cl.Cl[Si](C)(C)C.Cl[C:26]([O:28][CH2:29][CH:30]=[CH2:31])=[O:27].CCO. The catalyst is N1C=CC=CC=1.O. The product is [CH2:29]([O:28][C:26]([NH:8][C:7]1[CH:1]=[CH:2][N:3]([C@H:9]2[C:10]([F:17])([F:18])[C@H:11]([OH:16])[C@@H:12]([CH2:14][OH:15])[O:13]2)[C:4](=[O:5])[N:6]=1)=[O:27])[CH:30]=[CH2:31]. The yield is 0.700. (5) The reactants are Br[C:2]1[C:3]([NH2:10])=[CH:4][C:5]([O:8][CH3:9])=[N:6][CH:7]=1.[CH:11]([O:13]CCCC)=[CH2:12].O.C(=O)([O-])[O-].[K+].[K+].Cl.C(=O)([O-])O.[Na+]. The catalyst is CN(C)C=O.C([O-])(=O)C.[Pd+2].C([O-])(=O)C.C1(P(C2C=CC=CC=2)CCCP(C2C=CC=CC=2)C2C=CC=CC=2)C=CC=CC=1. The product is [C:11]([C:2]1[C:3]([NH2:10])=[CH:4][C:5]([O:8][CH3:9])=[N:6][CH:7]=1)(=[O:13])[CH3:12]. The yield is 0.700. (6) The yield is 0.940. The reactants are [CH3:1][C:2]1[S:6][C:5]([C:7]([OH:9])=O)=[CH:4][C:3]=1[C:10]1[N:14]([CH3:15])[N:13]=[CH:12][CH:11]=1.C(N(CC)C(C)C)(C)C.[NH2:25][C@@H:26]([CH2:39][CH:40]1[CH2:45][CH2:44][CH2:43][CH2:42][CH2:41]1)[CH2:27][N:28]1[C:36](=[O:37])[C:35]2[C:30](=[CH:31][CH:32]=[CH:33][CH:34]=2)[C:29]1=[O:38].CC(OC(N[C@H](C(O)=O)CC1C=CC=CC=1C(F)(F)F)=O)(C)C.F[P-](F)(F)(F)(F)F.Br[P+](N1CCCC1)(N1CCCC1)N1CCCC1. The catalyst is C(Cl)Cl. The product is [CH:40]1([CH2:39][C@H:26]([NH:25][C:7]([C:5]2[S:6][C:2]([CH3:1])=[C:3]([C:10]3[N:14]([CH3:15])[N:13]=[CH:12][CH:11]=3)[CH:4]=2)=[O:9])[CH2:27][N:28]2[C:29](=[O:38])[C:30]3[C:35](=[CH:34][CH:33]=[CH:32][CH:31]=3)[C:36]2=[O:37])[CH2:45][CH2:44][CH2:43][CH2:42][CH2:41]1. (7) The reactants are [F:1][C:2]1[S:6][C:5]([C:7](=[O:9])[CH3:8])=[CH:4][CH:3]=1.C(N(C(C)C)CC)(C)C.FC(F)(F)S(O[Si](C)(C)C)(=O)=O.[Br:31]N1C(=O)CCC1=O.C(=O)(O)[O-].[Na+]. The catalyst is ClCCl.O. The product is [Br:31][CH2:8][C:7]([C:5]1[S:6][C:2]([F:1])=[CH:3][CH:4]=1)=[O:9]. The yield is 0.890.